Predict the product of the given reaction. From a dataset of Forward reaction prediction with 1.9M reactions from USPTO patents (1976-2016). Given the reactants [Br:1][C:2]1[CH:3]=[N:4][N:5]([C:7]2[CH:12]=[CH:11][N:10]=[CH:9][C:8]=2[N:13]2[CH2:18][CH2:17][CH:16]([C:19]([O:21]CC)=[O:20])[CH2:15][CH2:14]2)[CH:6]=1.[OH-].[Na+].C1COCC1, predict the reaction product. The product is: [Br:1][C:2]1[CH:3]=[N:4][N:5]([C:7]2[CH:12]=[CH:11][N:10]=[CH:9][C:8]=2[N:13]2[CH2:18][CH2:17][CH:16]([C:19]([OH:21])=[O:20])[CH2:15][CH2:14]2)[CH:6]=1.